From a dataset of Catalyst prediction with 721,799 reactions and 888 catalyst types from USPTO. Predict which catalyst facilitates the given reaction. (1) Reactant: S(C1C=CC(C)=CC=1)([O-])(=O)=O.[CH3:12][O:13][C:14](=[O:24])[CH:15]=[CH:16][C:17]1[CH:22]=[CH:21][C:20](O)=[CH:19][CH:18]=1.C(=O)([O-])[O-].[K+].[K+]. Product: [CH3:12][O:13][C:14](=[O:24])[CH:15]=[CH:16][C:17]1[CH:18]=[CH:19][CH:20]=[CH:21][CH:22]=1. The catalyst class is: 21. (2) Reactant: [C:1]([C:3]1[C:4]([CH3:14])=[CH:5][C:6]([CH3:13])=[C:7]([CH:12]=1)[C:8]([O:10][CH3:11])=[O:9])#[N:2].P(OCC)(OCC)([S-])=[S:16]. Product: [C:1]([C:3]1[C:4]([CH3:14])=[CH:5][C:6]([CH3:13])=[C:7]([CH:12]=1)[C:8]([O:10][CH3:11])=[O:9])(=[S:16])[NH2:2]. The catalyst class is: 30. (3) Reactant: [Br:1][C:2]1[CH:7]=[CH:6][C:5]([C:8]2[N:20]([CH3:21])[C:11]3=[N:12][CH:13]=[C:14]([C:16]([F:19])([F:18])[F:17])[CH:15]=[C:10]3[N:9]=2)=[C:4](F)[CH:3]=1.[Na].[CH2:24]([SH:26])[CH3:25].C(=O)([O-])O.[Na+]. Product: [Br:1][C:2]1[CH:7]=[CH:6][C:5]([C:8]2[N:20]([CH3:21])[C:11]3=[N:12][CH:13]=[C:14]([C:16]([F:19])([F:18])[F:17])[CH:15]=[C:10]3[N:9]=2)=[C:4]([S:26][CH2:24][CH3:25])[CH:3]=1. The catalyst class is: 3.